Dataset: NCI-60 drug combinations with 297,098 pairs across 59 cell lines. Task: Regression. Given two drug SMILES strings and cell line genomic features, predict the synergy score measuring deviation from expected non-interaction effect. (1) Drug 1: C1CCN(CC1)CCOC2=CC=C(C=C2)C(=O)C3=C(SC4=C3C=CC(=C4)O)C5=CC=C(C=C5)O. Drug 2: CC1=C(C=C(C=C1)NC2=NC=CC(=N2)N(C)C3=CC4=NN(C(=C4C=C3)C)C)S(=O)(=O)N.Cl. Cell line: OVCAR-4. Synergy scores: CSS=10.4, Synergy_ZIP=-1.13, Synergy_Bliss=4.44, Synergy_Loewe=4.67, Synergy_HSA=4.21. (2) Drug 1: C1CCC(CC1)NC(=O)N(CCCl)N=O. Drug 2: C1=CN(C=N1)CC(O)(P(=O)(O)O)P(=O)(O)O. Cell line: A498. Synergy scores: CSS=-1.34, Synergy_ZIP=-3.22, Synergy_Bliss=-7.45, Synergy_Loewe=-9.66, Synergy_HSA=-9.25.